From a dataset of Drug-target binding data from BindingDB using IC50 measurements. Regression. Given a target protein amino acid sequence and a drug SMILES string, predict the binding affinity score between them. We predict pIC50 (pIC50 = -log10(IC50 in M); higher means more potent). Dataset: bindingdb_ic50. (1) The small molecule is [NH3+][C@@H](CCC(=O)N1CCc2[nH]c(=O)c3ccccc3c2C1)C(=O)[O-]. The target protein (P09874) has sequence MAESSDKLYRVEYAKSGRASCKKCSESIPKDSLRMAIMVQSPMFDGKVPHWYHFSCFWKVGHSIRHPDVEVDGFSELRWDDQQKVKKTAEAGGVTGKGQDGIGSKAEKTLGDFAAEYAKSNRSTCKGCMEKIEKGQVRLSKKMVDPEKPQLGMIDRWYHPGCFVKNREELGFRPEYSASQLKGFSLLATEDKEALKKQLPGVKSEGKRKGDEVDGVDEVAKKKSKKEKDKDSKLEKALKAQNDLIWNIKDELKKVCSTNDLKELLIFNKQQVPSGESAILDRVADGMVFGALLPCEECSGQLVFKSDAYYCTGDVTAWTKCMVKTQTPNRKEWVTPKEFREISYLKKLKVKKQDRIFPPETSASVAATPPPSTASAPAAVNSSASADKPLSNMKILTLGKLSRNKDEVKAMIEKLGGKLTGTANKASLCISTKKEVEKMNKKMEEVKEANIRVVSEDFLQDVSASTKSLQELFLAHILSPWGAEVKAEPVEVVAPRGKSG.... The pIC50 is 7.0. (2) The drug is CCOc1ccc(S(=O)(=O)N2CCN(C)CC2)cc1-c1nn2c(C3CCCC3)nc(C)c2c(=O)[nH]1. The target protein (O76074) has sequence MERAGPSFGQQRQQQQPQQQKQQQRDQDSVEAWLDDHWDFTFSYFVRKATREMVNAWFAERVHTIPVCKEGIRGHTESCSCPLQQSPRADNSAPGTPTRKISASEFDRPLRPIVVKDSEGTVSFLSDSEKKEQMPLTPPRFDHDEGDQCSRLLELVKDISSHLDVTALCHKIFLHIHGLISADRYSLFLVCEDSSNDKFLISRLFDVAEGSTLEEVSNNCIRLEWNKGIVGHVAALGEPLNIKDAYEDPRFNAEVDQITGYKTQSILCMPIKNHREEVVGVAQAINKKSGNGGTFTEKDEKDFAAYLAFCGIVLHNAQLYETSLLENKRNQVLLDLASLIFEEQQSLEVILKKIAATIISFMQVQKCTIFIVDEDCSDSFSSVFHMECEELEKSSDTLTREHDANKINYMYAQYVKNTMEPLNIPDVSKDKRFPWTTENTGNVNQQCIRSLLCTPIKNGKKNKVIGVCQLVNKMEENTGKVKPFNRNDEQFLEAFVIFCG.... The pIC50 is 9.0. (3) The compound is O=C1CCc2cc(-c3ccc(C(F)(F)F)cc3)ccc2N1. The pIC50 is 8.2. The target protein sequence is MASQPNSSAKKKEEKGKNIQVVVRCRPFNLAERKASAHSIVECDPVRKEVSVRTGGLADKSSRKTYTFDMVFGASTKQIDVYRSVVCPILDEVIMGYNCTIFAYGQTGTGKTFTMEGERSPNEEYTWEEVPLAGIIPRTLHQIFEKLTDNGTEFSVKVSLLEIYNEELFDLLNPSSDVSERLQMFDDPRNKRGVIIKGLEEITVHNKDEVYQILEKGAAKRTTAATLMNAYSSRSHSVFSVTIHMKETTIDGEELVKIGKLNLVDLAGSENIGRSGAVDKRAREAGNINQSLLTLGRVITALVERTPHVPYRESKLTRILQDSLGGRTRTSIIATISPASLNLEETLSTLEYAHRAKNILNKPEVNQKLTKKALIKEYTEEIERLKRDLAAAREKNGVYISEENFRVMSGKLTVQEEQIVELIEKIGAVEEELNRVTELFMDNKNELDQCKSDLQNKTQELETTQKHLQETKLQLVKEEYITSALESTEEKLHDAASKLL.... (4) The small molecule is CCCS(=O)(=O)N1CCC(CNC(=O)c2ccccc2OC(F)(F)F)(C(=O)N2CCOCC2)CC1. The target protein (P31641) has sequence MATKEKLQCLKDFHKDILKPSPGKSPGTRPEDEAEGKPPQREKWSSKIDFVLSVAGGFVGLGNVWRFPYLCYKNGGGAFLIPYFIFLFGSGLPVFFLEIIIGQYTSEGGITCWEKICPLFSGIGYASVVIVSLLNVYYIVILAWATYYLFQSFQKELPWAHCNHSWNTPHCMEDTMRKNKSVWITISSTNFTSPVIEFWERNVLSLSPGIDHPGSLKWDLALCLLLVWLVCFFCIWKGVRSTGKVVYFTATFPFAMLLVLLVRGLTLPGAGAGIKFYLYPDITRLEDPQVWIDAGTQIFFSYAICLGAMTSLGSYNKYKYNSYRDCMLLGCLNSGTSFVSGFAIFSILGFMAQEQGVDIADVAESGPGLAFIAYPKAVTMMPLPTFWSILFFIMLLLLGLDSQFVEVEGQITSLVDLYPSFLRKGYRREIFIAFVCSISYLLGLTMVTEGGMYVFQLFDYYAASGVCLLWVAFFECFVIAWIYGGDNLYDGIEDMIGYRP.... The pIC50 is 4.5. (5) The drug is CC(=O)N[C@@H]1[C@@H](N=C(N)N)C=C(C(=O)O)O[C@H]1[C@H](O)[C@H](O)CO. The target protein sequence is MKTIIALSYILCLVFAQKLPGNDNSTATLCLGHHAVPNGTLVKTITNDQIEVTNATELVQSSSTGRICGSPHRILDGKNCTLIDALLGDPHCDGFQNKEWDLFVERSKAYSNCYPYDVPDYASLRSLVASSGTLEFINEDFNWTGVAQDGGSYACKRGSVNSFFSRLNWLHKLEYKYPALNVTMPNNGKFDKLYIWGVHHPSTDSDQTSLYVRASGRVTVSTKRSQQTVTPNIGSRPWVRGQSSRISIYWTIVKPGDILLINSTGNLIAPRGYFKIRNGKSSIMRSDAPIGNCSSECITPNGSIPNDKPFQNVNRITYGACPRYVKQNTLKLATGMRNVPEKQTRGIFGAIAGFIENGWEGMV. The pIC50 is 8.3.